This data is from TCR-epitope binding with 47,182 pairs between 192 epitopes and 23,139 TCRs. The task is: Binary Classification. Given a T-cell receptor sequence (or CDR3 region) and an epitope sequence, predict whether binding occurs between them. (1) The epitope is GTSGSPIINR. The TCR CDR3 sequence is CASSVSGDLGDTQYF. Result: 1 (the TCR binds to the epitope). (2) The epitope is EPLPQGQLTAY. The TCR CDR3 sequence is CASSSGAGEANEQFF. Result: 0 (the TCR does not bind to the epitope). (3) The epitope is IVDTVSALV. The TCR CDR3 sequence is CASSVISGTGLPGELFF. Result: 1 (the TCR binds to the epitope). (4) The epitope is CINGVCWTV. The TCR CDR3 sequence is CASSLEGNGHREQYF. Result: 1 (the TCR binds to the epitope). (5) The epitope is KLWAQCVQL. The TCR CDR3 sequence is CASSEVEGDATNEKLFF. Result: 1 (the TCR binds to the epitope). (6) Result: 1 (the TCR binds to the epitope). The epitope is RIFTIGTVTLK. The TCR CDR3 sequence is CSVSDLAGGSSYNEQFF. (7) The epitope is QASQEVKNW. The TCR CDR3 sequence is CASSLTTQGYEQYF. Result: 0 (the TCR does not bind to the epitope). (8) The epitope is YIFFASFYY. The TCR CDR3 sequence is CSASPLAGDLNEQFF. Result: 0 (the TCR does not bind to the epitope). (9) The epitope is FLNGSCGSV. The TCR CDR3 sequence is CASSLVGTYEQYF. Result: 1 (the TCR binds to the epitope).